From a dataset of Full USPTO retrosynthesis dataset with 1.9M reactions from patents (1976-2016). Predict the reactants needed to synthesize the given product. Given the product [OH2:6].[Li+:2].[Li+:2].[SH:3][CH2:4][C:5]([O-:7])=[O:6].[SH:3][CH2:4][C:5]([O-:7])=[O:6], predict the reactants needed to synthesize it. The reactants are: [OH-].[Li+:2].[SH:3][CH2:4][C:5]([OH:7])=[O:6].